From a dataset of Peptide-MHC class II binding affinity with 134,281 pairs from IEDB. Regression. Given a peptide amino acid sequence and an MHC pseudo amino acid sequence, predict their binding affinity value. This is MHC class II binding data. (1) The peptide sequence is SAQIHLYYNSNIG. The MHC is DRB1_1501 with pseudo-sequence DRB1_1501. The binding affinity (normalized) is 0.386. (2) The MHC is DRB1_1501 with pseudo-sequence DRB1_1501. The peptide sequence is PKGAPCRIPVIVADD. The binding affinity (normalized) is 0. (3) The peptide sequence is DKYRTFVATFGAASNKAFAE. The MHC is DRB4_0101 with pseudo-sequence DRB4_0103. The binding affinity (normalized) is 0.404. (4) The peptide sequence is TKVTFHVVGVGPLLH. The MHC is HLA-DPA10201-DPB10101 with pseudo-sequence HLA-DPA10201-DPB10101. The binding affinity (normalized) is 0.401.